This data is from Peptide-MHC class II binding affinity with 134,281 pairs from IEDB. The task is: Regression. Given a peptide amino acid sequence and an MHC pseudo amino acid sequence, predict their binding affinity value. This is MHC class II binding data. The peptide sequence is SLINSMKTSFSSRLL. The MHC is DRB4_0101 with pseudo-sequence DRB4_0103. The binding affinity (normalized) is 0.511.